From a dataset of Catalyst prediction with 721,799 reactions and 888 catalyst types from USPTO. Predict which catalyst facilitates the given reaction. Reactant: Cl[C:2]1[CH:3]=[C:4]2[CH:10]=[C:9]([CH:11]3[CH2:14][CH2:13][CH2:12]3)[NH:8][C:5]2=[CH:6][N:7]=1.[NH3:15].O. Product: [CH:11]1([C:9]2[NH:8][C:5]3=[CH:6][N:7]=[C:2]([NH2:15])[CH:3]=[C:4]3[CH:10]=2)[CH2:14][CH2:13][CH2:12]1. The catalyst class is: 14.